This data is from Reaction yield outcomes from USPTO patents with 853,638 reactions. The task is: Predict the reaction yield, written as a fraction of the theoretical maximum amount of product (1.0 means a 100% yield; for example, 0.34 means a 34% yield). (1) The reactants are [NH2:1][C:2]1[CH2:8][C:7]([C:9]([O:11][CH2:12][CH3:13])=[O:10])=[CH:6][C:5]2[CH:14]=[C:15](Br)[CH:16]=[CH:17][C:4]=2[N:3]=1.[CH3:19][N:20]([CH3:32])[C:21]([C:23]1[CH:28]=[CH:27][C:26](B(O)O)=[CH:25][CH:24]=1)=[O:22].C(=O)([O-])[O-].[Cs+].[Cs+]. The catalyst is C1(C)C=CC=CC=1.O.C1C=CC([P]([Pd]([P](C2C=CC=CC=2)(C2C=CC=CC=2)C2C=CC=CC=2)([P](C2C=CC=CC=2)(C2C=CC=CC=2)C2C=CC=CC=2)[P](C2C=CC=CC=2)(C2C=CC=CC=2)C2C=CC=CC=2)(C2C=CC=CC=2)C2C=CC=CC=2)=CC=1. The product is [NH2:1][C:2]1[CH2:8][C:7]([C:9]([O:11][CH2:12][CH3:13])=[O:10])=[CH:6][C:5]2[CH:14]=[C:15]([C:26]3[CH:27]=[CH:28][C:23]([C:21](=[O:22])[N:20]([CH3:19])[CH3:32])=[CH:24][CH:25]=3)[CH:16]=[CH:17][C:4]=2[N:3]=1. The yield is 0.340. (2) The reactants are Br[CH2:2][C:3]1[C:4]([Cl:9])=[N:5][CH:6]=[CH:7][CH:8]=1.[CH3:10][C:11]1[N:16]=[C:15]([SH:17])[N:14]=[C:13]([OH:18])[CH:12]=1.C(N(CC)CC)C. The catalyst is C(O)C. The product is [ClH:9].[Cl:9][C:4]1[C:3]([CH2:2][S:17][C:15]2[N:14]=[C:13]([OH:18])[CH:12]=[C:11]([CH3:10])[N:16]=2)=[CH:8][CH:7]=[CH:6][N:5]=1. The yield is 0.310. (3) The reactants are [F:1][C:2]1[CH:9]=[C:8]([OH:10])[CH:7]=[CH:6][C:3]=1[CH:4]=[O:5].[Br:11]Br. The catalyst is C(O)(=O)C. The product is [Br:11][C:7]1[C:8]([OH:10])=[CH:9][C:2]([F:1])=[C:3]([CH:6]=1)[CH:4]=[O:5]. The yield is 0.810.